Dataset: NCI-60 drug combinations with 297,098 pairs across 59 cell lines. Task: Regression. Given two drug SMILES strings and cell line genomic features, predict the synergy score measuring deviation from expected non-interaction effect. (1) Drug 1: CC1CCC2CC(C(=CC=CC=CC(CC(C(=O)C(C(C(=CC(C(=O)CC(OC(=O)C3CCCCN3C(=O)C(=O)C1(O2)O)C(C)CC4CCC(C(C4)OC)OCCO)C)C)O)OC)C)C)C)OC. Drug 2: CCCCC(=O)OCC(=O)C1(CC(C2=C(C1)C(=C3C(=C2O)C(=O)C4=C(C3=O)C=CC=C4OC)O)OC5CC(C(C(O5)C)O)NC(=O)C(F)(F)F)O. Cell line: HCT116. Synergy scores: CSS=40.2, Synergy_ZIP=-0.861, Synergy_Bliss=-3.84, Synergy_Loewe=-5.96, Synergy_HSA=-5.13. (2) Drug 1: CC(C1=C(C=CC(=C1Cl)F)Cl)OC2=C(N=CC(=C2)C3=CN(N=C3)C4CCNCC4)N. Drug 2: CN(CCCl)CCCl.Cl. Cell line: M14. Synergy scores: CSS=-5.77, Synergy_ZIP=3.43, Synergy_Bliss=1.18, Synergy_Loewe=-2.26, Synergy_HSA=-2.85. (3) Drug 1: C1CC(C1)(C(=O)O)C(=O)O.[NH2-].[NH2-].[Pt+2]. Drug 2: CN(C(=O)NC(C=O)C(C(C(CO)O)O)O)N=O. Cell line: SK-MEL-28. Synergy scores: CSS=2.91, Synergy_ZIP=-1.52, Synergy_Bliss=-8.03, Synergy_Loewe=-4.65, Synergy_HSA=-4.48. (4) Drug 1: C1=CC=C(C(=C1)C(C2=CC=C(C=C2)Cl)C(Cl)Cl)Cl. Drug 2: C(CC(=O)O)C(=O)CN.Cl. Cell line: HL-60(TB). Synergy scores: CSS=14.6, Synergy_ZIP=-4.57, Synergy_Bliss=-0.465, Synergy_Loewe=-2.02, Synergy_HSA=0.189. (5) Synergy scores: CSS=67.3, Synergy_ZIP=6.70, Synergy_Bliss=6.90, Synergy_Loewe=-39.6, Synergy_HSA=4.06. Drug 2: B(C(CC(C)C)NC(=O)C(CC1=CC=CC=C1)NC(=O)C2=NC=CN=C2)(O)O. Drug 1: CN1C2=C(C=C(C=C2)N(CCCl)CCCl)N=C1CCCC(=O)O.Cl. Cell line: K-562. (6) Drug 1: C1=CC(=CC=C1CCCC(=O)O)N(CCCl)CCCl. Drug 2: CC1=C2C(C(=O)C3(C(CC4C(C3C(C(C2(C)C)(CC1OC(=O)C(C(C5=CC=CC=C5)NC(=O)OC(C)(C)C)O)O)OC(=O)C6=CC=CC=C6)(CO4)OC(=O)C)O)C)O. Cell line: HCT116. Synergy scores: CSS=58.5, Synergy_ZIP=0.624, Synergy_Bliss=0.0145, Synergy_Loewe=-3.64, Synergy_HSA=2.08.